This data is from Cav3 T-type calcium channel HTS with 100,875 compounds. The task is: Binary Classification. Given a drug SMILES string, predict its activity (active/inactive) in a high-throughput screening assay against a specified biological target. (1) The compound is S(=O)(=O)(NC1CCN(CC1)C(OCC)=O)c1cc2oc(=O)n(c2cc1)C. The result is 0 (inactive). (2) The compound is Clc1ccc(n2c(nnc2SCC(OC)=O)c2sccc2)cc1. The result is 0 (inactive). (3) The compound is O(CC(N1CCN(CCC1=O)C(=O)c1cc(ccc1)C)Cc1ccccc1)Cc1ccccc1. The result is 0 (inactive). (4) The compound is FC(F)(F)C(O)(CC(=O)Nc1c(CC)cccc1)C(OC)=O. The result is 0 (inactive).